This data is from Experimentally validated miRNA-target interactions with 360,000+ pairs, plus equal number of negative samples. The task is: Binary Classification. Given a miRNA mature sequence and a target amino acid sequence, predict their likelihood of interaction. (1) The miRNA is hsa-miR-4509 with sequence ACUAAAGGAUAUAGAAGGUUUU. The protein sequence of the target gene is MVSWMICRLVVLIFGMLYPAYASYKAVKSKNIREYVRWMMYWIVFAIFMAAETFTDIFISWFPFYYEFKMAFVLWLLSPYTKGASLLYRKFVHPSLSRHEKEIDACIVQAKERSYETMLSFGKRSLNIAASAAVQAATKSQGALAGRLRSFSMQDLRSIPDTPVPTYQDPLYLEDQVPRRRPPIGYRPGGLQGSDTEDECWSDNEIVPQPPVRPREKPLGRSQSLRVVKRKPLTREGTSRSLKVRTRKKAMPSDMDS. Result: 0 (no interaction). (2) The miRNA is mmu-miR-669f-3p with sequence CAUAUACAUACACACACACGUAU. The protein sequence of the target gene is MPKPINVRVTTMDAELEFAIQPNTTGKQLFDQVVKTIGLREVWYFGLQYVDNKGFPTWLKLDKKVSAQEVRKENPVQFKFRAKFYPEDVAEELIQDITQKLFFLQVKDGILSDEIYCPPETAVLLGSYAVQAKFGDYNKEMHKSGYLSSERLIPQRVMDQHKLSRDQWEDRIQVWHAEHRGMLKDSAMLEYLKIAQDLEMYGINYFEIKNKKGTDLWLGVDALGLNIYEKDDKLTPKIGFPWSEIRNISFNDKKFVIKPIDKKAPDFVFYAPRLRINKRILQLCMGNHELYMRRRKPDTI.... Result: 1 (interaction). (3) The miRNA is hsa-miR-519c-3p with sequence AAAGUGCAUCUUUUUAGAGGAU. The protein sequence of the target gene is MENYFQAEAYNLDKVLDEFEQNEDETVSSTLLDTKWNKILDPPSHRLSFNPTLASVNESAVSNESQPQLKVFSLAHSAPLTTEEEDHCANGQDCNLNPEIATMWIDENAVAEDQLIKRNYSWDDQCSAVEVGEKKCGNLACLPDEKNVLVVAVMHNCDKRTLQNDLQDCNNYNSQSLMDAFSCSLDNENRQTDQFSFSINESTEKDMNSEKQMDPLNRPKTEGRSVNHLCPTSSDSLASVCSPSQLKDDGSIGRDPSMSAITSLTVDSVISSQGTDGCPAVKKQENYIPDEDLTGKISSP.... Result: 1 (interaction). (4) Result: 0 (no interaction). The protein sequence of the target gene is MMDLRNTPAKSLDKFIEDYLLPDTCFRMQINHAIDIICGFLKERCFRGSSYPVCVSKVVKGGSSGKGTTLRGRSDADLVVFLSPLTTFQDQLNRRGEFIQEIRRQLEACQRERAFSVKFEVQAPRWGNPRALSFVLSSLQLGEGVEFDVLPAFDALGQLTGGYKPNPQIYVKLIEECTDLQKEGEFSTCFTELQRDFLKQRPTKLKSLIRLVKHWYQNCKKKLGKLPPQYALELLTVYAWERGSMKTHFNTAQGFRTVLELVINYQQLCIYWTKYYDFKNPIIEKYLRRQLTKPRPVILD.... The miRNA is hsa-miR-1301-5p with sequence CGCUCUAGGCACCGCAGCA. (5) The miRNA is hsa-miR-340-3p with sequence UCCGUCUCAGUUACUUUAUAGC. The protein sequence of the target gene is MEMQSYYAKLLGELNEQRKRDFFCDCSIIVEGRIFKAHRNILFANSGYFRALLIHYIQDSGRHSTASLDIVTSDAFSIILDFLYSGKLDLCGENVIEVMSAASYLQMNDVVNFCKTYIRSSLDICRKMEKEAAVAAAVAAAAAAAAAAAAAAAHQVDSESPSSGREGTSCGTKSLVSSPAEGEKSVECLRESPCGDCGDCHPLELVVRDSLGGGSADSNLSTPPKRIEPKVEFDADEVEVDVGEQLQQYAAPLNLAHVEEALPSGQAVDLAYSNYHVKQFLEALLRNSAAPSKDDADHHF.... Result: 1 (interaction). (6) Result: 0 (no interaction). The miRNA is mmu-miR-804 with sequence UGUGAGUUGUUCCUCACCUGGA. The protein sequence of the target gene is MEPVTKWSPKQVVDWTRGLDDCLQPYVHKFEREKIDGEQLLKISHQDLEELGVTRIGHQELVLEAVDLLCALNYGLETDTMKNLVLKLRASSHNLQNYISSRRKSPAYDGNTSRKPPNEFLTSVVELIGAAKALLAWLDRAPFTGITDLSVTKNKIIQLCLDLTTAVQKDCLIAEMEDKVLNVVKVLNGICDKTMRSTTDPVMSQCACLEEVHLPNVRPGEGLGMYIKSTYDGLHVITGTTENSPADRSQKIHAGDEVIQVNRQTVVGWQLKNLVRKLRENPTGVVLLLKKRPTGSFSFT.... (7) The miRNA is hsa-miR-1257 with sequence AGUGAAUGAUGGGUUCUGACC. The protein sequence of the target gene is MLGWIKRLIRMVFQQVGVSMQSVLWSRKPYGSSRSIVRKIGTNLSLIQCPRVQFQINSHATEWSPSHPGEDAVASFADVGWVAKEEGECSARLRTEVRSRPPLQDDLLFFEKAPSRQISLPDLSQEEPQLKTPALANEEALQKICALENELAALRAQIAKIVTQQEQQNLTAGDLDSTTFGTIPPHPPPPPPPLPPPALGLHQSTSAVDLIKERREKRANAGKTLVKNNPKKPEMPNMLEILKEMNSVKLRSVKRSEQDVKPKPVDATDPAALIAEALKKKFAYRYRSDSQDEVEKGIPK.... Result: 1 (interaction). (8) The miRNA is hsa-miR-6829-5p with sequence UGGGCUGCUGAGAAGGGGCA. The protein sequence of the target gene is MVQKKFCPRLLDYLVIVGARHPSSDSVAQTPELLRRYPLEDHPEFPLPPDVVFFCQPEGCLSVRQRRMSLRDDTSFVFTLTDKDTGVTRYGICVNFYRSFQKRMPKEKAEGGAGPRGKEGAHAPCASEEAATESSESGSTLQPPSADSTPDVNQSPRGKRRAKAGNRSRNSTLTSLCVLSHYPFFSTFRECLYTLKRLVDCCSERLLGKKPGIPRGVQRDTMWRIFTGSLLVEEKSSALLHDLREIEAWIYRLLRSPVPVSGQKRVDIEVLPQEVQQALTFALPDPSRFTLVDFPLHLPL.... Result: 0 (no interaction).